This data is from Reaction yield outcomes from USPTO patents with 853,638 reactions. The task is: Predict the reaction yield, written as a fraction of the theoretical maximum amount of product (1.0 means a 100% yield; for example, 0.34 means a 34% yield). (1) The reactants are [NH2:1][CH2:2][CH2:3][NH:4][C:5]1[N:10]=[C:9]([C:11]2[CH:16]=[CH:15][C:14]([Cl:17])=[CH:13][C:12]=2[Cl:18])[C:8]([CH2:19][N:20]2[CH2:25][CH2:24][O:23][CH2:22][CH2:21]2)=[CH:7][N:6]=1.Cl[C:27]1[CH:32]=[CH:31][C:30]([N+:33]([O-:35])=[O:34])=[CH:29][N:28]=1. No catalyst specified. The product is [Cl:18][C:12]1[CH:13]=[C:14]([Cl:17])[CH:15]=[CH:16][C:11]=1[C:9]1[C:8]([CH2:19][N:20]2[CH2:25][CH2:24][O:23][CH2:22][CH2:21]2)=[CH:7][N:6]=[C:5]([NH:4][CH2:3][CH2:2][NH:1][C:27]2[CH:32]=[CH:31][C:30]([N+:33]([O-:35])=[O:34])=[CH:29][N:28]=2)[N:10]=1. The yield is 0.600. (2) The reactants are [Cl:1][C:2]1[CH:14]=[CH:13][C:5]([CH2:6][CH:7]2[CH2:11][CH2:10][NH:9][C:8]2=O)=[CH:4][CH:3]=1. The catalyst is C1COCC1. The product is [Cl:1][C:2]1[CH:3]=[CH:4][C:5]([CH2:6][CH:7]2[CH2:11][CH2:10][NH:9][CH2:8]2)=[CH:13][CH:14]=1. The yield is 0.990.